This data is from Experimental lipophilicity measurements (octanol/water distribution) for 4,200 compounds from AstraZeneca. The task is: Regression/Classification. Given a drug SMILES string, predict its absorption, distribution, metabolism, or excretion properties. Task type varies by dataset: regression for continuous measurements (e.g., permeability, clearance, half-life) or binary classification for categorical outcomes (e.g., BBB penetration, CYP inhibition). For this dataset (lipophilicity_astrazeneca), we predict Y. The drug is Cc1nc(C(=O)[C@H](C)Oc2ccc(SCCCCCc3ccccc3)cc2)sc1CCCC(=O)O. The Y is 2.03 logD.